Dataset: Cav3 T-type calcium channel HTS with 100,875 compounds. Task: Binary Classification. Given a drug SMILES string, predict its activity (active/inactive) in a high-throughput screening assay against a specified biological target. The compound is o1c(c(C(=O)Nc2c(cccc2)C(O)=O)cc1)C. The result is 0 (inactive).